Dataset: Peptide-MHC class I binding affinity with 185,985 pairs from IEDB/IMGT. Task: Regression. Given a peptide amino acid sequence and an MHC pseudo amino acid sequence, predict their binding affinity value. This is MHC class I binding data. (1) The peptide sequence is DEVEFLGHY. The MHC is HLA-B44:02 with pseudo-sequence HLA-B44:02. The binding affinity (normalized) is 0.281. (2) The peptide sequence is YANMWSLMY. The MHC is SLA-10401 with pseudo-sequence SLA-10401. The binding affinity (normalized) is 0.365. (3) The peptide sequence is VRGGMVAPL. The MHC is HLA-B35:01 with pseudo-sequence HLA-B35:01. The binding affinity (normalized) is 0.0847. (4) The peptide sequence is GMSLNFPIAKV. The MHC is Mamu-B01 with pseudo-sequence Mamu-B01. The binding affinity (normalized) is 0. (5) The peptide sequence is HRDGKPRYL. The MHC is HLA-B58:01 with pseudo-sequence HLA-B58:01. The binding affinity (normalized) is 0.0847.